This data is from Forward reaction prediction with 1.9M reactions from USPTO patents (1976-2016). The task is: Predict the product of the given reaction. (1) Given the reactants [CH2:1]([N:3]1[C:12]2[C:7](=[N:8][CH:9]=[C:10]([CH2:13][C:14]3[CH:19]=[CH:18][C:17]([F:20])=[CH:16][CH:15]=3)[CH:11]=2)[C:6]([OH:21])=[C:5]([C:22]([O:24]CC)=O)[C:4]1=[O:27])[CH3:2].[NH2:28][CH2:29][CH2:30][N:31]([CH3:36])[S:32]([CH3:35])(=[O:34])=[O:33], predict the reaction product. The product is: [CH2:1]([N:3]1[C:12]2[C:7](=[N:8][CH:9]=[C:10]([CH2:13][C:14]3[CH:19]=[CH:18][C:17]([F:20])=[CH:16][CH:15]=3)[CH:11]=2)[C:6]([OH:21])=[C:5]([C:22]([NH:28][CH2:29][CH2:30][N:31]([CH3:36])[S:32]([CH3:35])(=[O:34])=[O:33])=[O:24])[C:4]1=[O:27])[CH3:2]. (2) Given the reactants [CH3:1][C:2]([CH3:14])([CH3:13])[C:3]([NH:5][C:6]1[N:7]=[N:8][C:9]([CH3:12])=[CH:10][CH:11]=1)=[O:4].[CH:15]([Mg]Br)([CH3:17])[CH3:16].[NH4+].[Cl-], predict the reaction product. The product is: [CH3:16][CH:15]([C:11]1[CH:10]=[C:9]([CH3:12])[N:8]=[N:7][C:6]=1[NH:5][C:3](=[O:4])[C:2]([CH3:14])([CH3:13])[CH3:1])[CH3:17]. (3) Given the reactants [OH:1][C@H:2]1[CH2:6][N:5]([C:7]([O:9][C:10]([CH3:13])([CH3:12])[CH3:11])=[O:8])[C@@H:4]([C:14]([O:16][CH3:17])=[O:15])[CH2:3]1.C(N(CC)C(C)C)(C)C.Cl[CH2:28][O:29][CH2:30][C:31]1[CH:36]=[CH:35][CH:34]=[CH:33][CH:32]=1.O, predict the reaction product. The product is: [CH2:30]([O:29][CH2:28][O:1][C@H:2]1[CH2:6][N:5]([C:7]([O:9][C:10]([CH3:11])([CH3:12])[CH3:13])=[O:8])[C@@H:4]([C:14]([O:16][CH3:17])=[O:15])[CH2:3]1)[C:31]1[CH:36]=[CH:35][CH:34]=[CH:33][CH:32]=1. (4) Given the reactants [C:1]([O:5][C:6](=[O:24])[NH:7][C@H:8]([C:17]1[CH:22]=[CH:21][C:20]([OH:23])=[CH:19][CH:18]=1)[CH2:9][N:10]1[CH2:15][CH2:14][N:13]([CH3:16])[CH2:12][CH2:11]1)([CH3:4])([CH3:3])[CH3:2].C([O-])([O-])=O.[K+].[K+].[Br-], predict the reaction product. The product is: [C:1]([O:5][C:6](=[O:24])[NH:7][C@H:8]([C:17]1[CH:18]=[CH:19][C:20]([O:23][CH2:8][CH:17]([CH3:22])[CH2:18][CH2:19][CH3:20])=[CH:21][CH:22]=1)[CH2:9][N:10]1[CH2:11][CH2:12][N:13]([CH3:16])[CH2:14][CH2:15]1)([CH3:4])([CH3:2])[CH3:3]. (5) Given the reactants [F:1][C:2]([F:12])([F:11])[C:3]1[CH:8]=[CH:7][N:6]=[C:5]([CH:9]=O)[CH:4]=1.[CH3:13][C:14]([S@:17]([NH2:19])=[O:18])([CH3:16])[CH3:15], predict the reaction product. The product is: [F:1][C:2]([F:12])([F:11])[C:3]1[CH:8]=[CH:7][N:6]=[C:5](/[CH:9]=[N:19]/[S@@:17]([C:14]([CH3:16])([CH3:15])[CH3:13])=[O:18])[CH:4]=1. (6) Given the reactants [O:1]=[C:2]1[NH:7][CH:6]([C:8](OC(C)C)=[O:9])[CH2:5][O:4][CH2:3]1.[BH4-].[Na+].[Cl-].[NH4+], predict the reaction product. The product is: [OH:9][CH2:8][CH:6]1[NH:7][C:2](=[O:1])[CH2:3][O:4][CH2:5]1.